Task: Predict the reactants needed to synthesize the given product.. Dataset: Full USPTO retrosynthesis dataset with 1.9M reactions from patents (1976-2016) (1) Given the product [CH:31]([O:30][C:28](=[O:29])[NH:1][C:2]1[CH:3]=[C:4]2[NH:10][C:9]([C:11]3[CH:12]=[C:13]([NH:18][C:19]([C:21]4[O:22][C:23]([F:26])=[CH:24][CH:25]=4)=[O:20])[CH:14]=[CH:15][C:16]=3[Cl:17])=[N:8][C:5]2=[N:6][CH:7]=1)([CH3:33])[CH3:32], predict the reactants needed to synthesize it. The reactants are: [NH2:1][C:2]1[CH:3]=[C:4]2[NH:10][C:9]([C:11]3[CH:12]=[C:13]([NH:18][C:19]([C:21]4[O:22][C:23]([F:26])=[CH:24][CH:25]=4)=[O:20])[CH:14]=[CH:15][C:16]=3[Cl:17])=[N:8][C:5]2=[N:6][CH:7]=1.Cl[C:28]([O:30][CH:31]([CH3:33])[CH3:32])=[O:29].ClC([O-])=O. (2) Given the product [CH2:59]1[CH2:61][CH2:60][C:59]([OH:62])([C:20]([C:7]2[CH:8]=[CH:61][CH:60]=[CH:59][CH:14]=2)=[O:21])[CH2:61][CH2:60]1, predict the reactants needed to synthesize it. The reactants are: C(OC[C:7]([CH2:20][OH:21])([CH2:14]OC(=O)C=C)[CH2:8]OC(=O)C=C)(=O)C=C.[C:59](OCC(CO[C:59](=[O:62])[CH:60]=[CH2:61])(COCC(CO[C:59](=[O:62])[CH:60]=[CH2:61])(CO[C:59](=[O:62])[CH:60]=[CH2:61])CO[C:59](=[O:62])[CH:60]=[CH2:61])CO[C:59](=[O:62])[CH:60]=[CH2:61])(=[O:62])[CH:60]=[CH2:61]. (3) Given the product [OH:2][C:3]1[CH:20]=[C:19]([C:21]([NH:65][CH2:64][C:63]([O:62][CH3:61])=[O:66])=[O:23])[CH:18]=[C:17]2[C:4]=1[C@@:5]1([CH3:29])[C@H:14]([CH2:15][S:16]2(=[O:25])=[O:24])[C@:13]2([CH3:26])[C@H:8]([C:9]([CH3:27])([CH3:28])[CH2:10][CH2:11][CH2:12]2)[CH2:7][CH2:6]1, predict the reactants needed to synthesize it. The reactants are: C[O:2][C:3]1[CH:20]=[C:19]([C:21]([OH:23])=O)[CH:18]=[C:17]2[C:4]=1[C@H:5]1[C@H:14]([CH2:15][S:16]2(=[O:25])=[O:24])[C@:13]2([CH3:26])[C@H:8]([C:9]([CH3:28])([CH3:27])[CH2:10][CH2:11][CH2:12]2)[CH2:7][CH2:6]1.[CH3:29]N(C(ON1N=NC2C=CC=NC1=2)=[N+](C)C)C.F[P-](F)(F)(F)(F)F.CN1CCOCC1.Cl.[CH3:61][O:62][C:63](=[O:66])[CH2:64][NH2:65]. (4) Given the product [NH2:20][C:19]1[C:14]2[N:15]([C:11]([C@H:10]3[C@H:5]([OH:4])[C@H:6]([OH:7])[C:8]([CH2:21][OH:22])=[CH:9]3)=[CH:12][N:13]=2)[CH:16]=[CH:17][N:18]=1, predict the reactants needed to synthesize it. The reactants are: Cl.CC1(C)[O:7][C@@H:6]2[C:8]([CH2:21][O:22]C(C3C=CC=CC=3)(C3C=CC=CC=3)C3C=CC=CC=3)=[CH:9][C@@H:10]([C:11]3[N:15]4[CH:16]=[CH:17][N:18]=[C:19]([NH2:20])[C:14]4=[N:13][CH:12]=3)[C@@H:5]2[O:4]1. (5) Given the product [F:24][C:14]([F:23])([F:13])[C:15]1[CH:16]=[CH:17][C:18]([CH:21]2[CH2:6][CH:1]([OH:5])[CH2:2][CH2:3][O:22]2)=[N:19][CH:20]=1, predict the reactants needed to synthesize it. The reactants are: [CH2:1]([OH:5])[CH2:2][CH:3]=C.[C:6](O)(C(F)(F)F)=O.[F:13][C:14]([F:24])([F:23])[C:15]1[CH:16]=[CH:17][C:18]([CH:21]=[O:22])=[N:19][CH:20]=1.[Li+].[OH-]. (6) Given the product [CH3:1][O:2][C:3]1[CH:4]=[C:5]2[C:9](=[CH:10][C:11]=1[O:12][CH3:13])[N:8]([CH3:14])[CH:7]=[C:6]2[C:15]1[NH:29][C:18]2=[N:19][CH:20]=[CH:21][C:22]([CH2:23][N:24]([CH2:25][CH3:26])[CH2:27][CH3:28])=[C:17]2[CH:16]=1, predict the reactants needed to synthesize it. The reactants are: [CH3:1][O:2][C:3]1[CH:4]=[C:5]2[C:9](=[CH:10][C:11]=1[O:12][CH3:13])[N:8]([CH3:14])[CH:7]=[C:6]2[C:15]1[N:29](S(C2C=CC(C)=CC=2)(=O)=O)[C:18]2=[N:19][CH:20]=[CH:21][C:22]([CH2:23][N:24]([CH2:27][CH3:28])[CH2:25][CH3:26])=[C:17]2[CH:16]=1.[OH-].[K+]. (7) The reactants are: [CH3:1][O:2][C:3]1[CH:4]=[C:5]2[C:10](=[CH:11][C:12]=1[O:13][CH3:14])[N:9]=[CH:8][CH:7]=[C:6]2[O:15][C:16]1[C:22]([CH3:23])=[CH:21][C:19]([NH2:20])=[C:18]([CH3:24])[CH:17]=1.Cl[C:26](Cl)([O:28][C:29](=[O:35])OC(Cl)(Cl)Cl)Cl.[CH2:37](O)[CH:38]=C.C(=O)(O)[O-].[Na+]. Given the product [CH3:1][O:2][C:3]1[CH:4]=[C:5]2[C:10](=[CH:11][C:12]=1[O:13][CH3:14])[N:9]=[CH:8][CH:7]=[C:6]2[O:15][C:16]1[C:22]([CH3:23])=[CH:21][C:19]([NH:20][C:29](=[O:35])[O:28][CH2:26][CH:37]=[CH2:38])=[C:18]([CH3:24])[CH:17]=1, predict the reactants needed to synthesize it. (8) Given the product [NH2:1][C:4]1[CH:5]=[C:6]([C:14]([O:16][CH3:17])=[O:15])[C:7]2[CH2:8][CH2:9][CH2:10][CH2:11][C:12]=2[CH:13]=1, predict the reactants needed to synthesize it. The reactants are: [N+:1]([C:4]1[CH:5]=[C:6]([C:14]([O:16][CH3:17])=[O:15])[C:7]2[CH2:8][CH2:9][CH2:10][CH2:11][C:12]=2[CH:13]=1)([O-])=O. (9) Given the product [O:16]1[CH2:17][CH:18]=[C:19]([C:2]2[N:10]3[C:5]([CH:6]=[CH:7][CH:8]=[CH:9]3)=[CH:4][C:3]=2[C:11]([O:13][CH2:14][CH3:15])=[O:12])[CH2:20][CH2:21]1, predict the reactants needed to synthesize it. The reactants are: Cl[C:2]1[N:10]2[C:5]([CH:6]=[CH:7][CH:8]=[CH:9]2)=[CH:4][C:3]=1[C:11]([O:13][CH2:14][CH3:15])=[O:12].[O:16]1[CH2:21][CH:20]=[C:19](B2OC(C)(C)C(C)(C)O2)[CH2:18][CH2:17]1. (10) The reactants are: [Cl-].[In+3].[Cl-].[Cl-].FC(F)(F)C(O)=O.[F:12][C:13]1[CH:14]=[C:15]2[C:19](=[C:20]([CH2:22][S:23]([CH3:26])(=[O:25])=[O:24])[CH:21]=1)[NH:18][CH:17]=[CH:16]2.O[CH:28]([C:34]1[CH:39]=[CH:38][C:37]([CH3:40])=[CH:36][CH:35]=1)[CH:29]1[CH2:31][CH:30]1[C:32]#[N:33]. Given the product [F:12][C:13]1[CH:14]=[C:15]2[C:19](=[C:20]([CH2:22][S:23]([CH3:26])(=[O:24])=[O:25])[CH:21]=1)[NH:18][CH:17]=[C:16]2[CH:28]([C:34]1[CH:35]=[CH:36][C:37]([CH3:40])=[CH:38][CH:39]=1)[CH:29]1[CH2:31][CH:30]1[C:32]#[N:33], predict the reactants needed to synthesize it.